From a dataset of Catalyst prediction with 721,799 reactions and 888 catalyst types from USPTO. Predict which catalyst facilitates the given reaction. (1) Reactant: [CH2:1]([O:8][C:9]1[CH:14]=[CH:13][C:12]([CH2:15][CH2:16][C:17]2[CH:22]=[CH:21][N:20]=[C:19]3[NH:23][N:24]=[C:25]([O:26][C@@H:27]4[O:53][C@H:52]([CH2:54][O:55]C(=O)C(C)(C)C)[C@@H:44]([O:45]C(=O)C(C)(C)C)[C@H:36]([O:37]C(=O)C(C)(C)C)[C@H:28]4[O:29]C(=O)C(C)(C)C)[C:18]=23)=[CH:11][CH:10]=1)[C:2]1[CH:7]=[CH:6][CH:5]=[CH:4][CH:3]=1.C[O-].[Na+].C(O)(=O)C. Product: [CH2:1]([O:8][C:9]1[CH:14]=[CH:13][C:12]([CH2:15][CH2:16][C:17]2[CH:22]=[CH:21][N:20]=[C:19]3[NH:23][N:24]=[C:25]([O:26][C@@H:27]4[O:53][C@H:52]([CH2:54][OH:55])[C@@H:44]([OH:45])[C@H:36]([OH:37])[C@H:28]4[OH:29])[C:18]=23)=[CH:11][CH:10]=1)[C:2]1[CH:3]=[CH:4][CH:5]=[CH:6][CH:7]=1. The catalyst class is: 5. (2) Reactant: O(C[C:9]1[CH:14]=[CH:13][CH:12]=[CH:11][C:10]=1[S:15](=[O:18])(=[O:17])[NH2:16])C1C=CC=CC=1.C[OH:20]. Product: [OH:20][C:9]1[CH:14]=[CH:13][CH:12]=[CH:11][C:10]=1[S:15](=[O:18])(=[O:17])[NH2:16]. The catalyst class is: 45.